This data is from Reaction yield outcomes from USPTO patents with 853,638 reactions. The task is: Predict the reaction yield, written as a fraction of the theoretical maximum amount of product (1.0 means a 100% yield; for example, 0.34 means a 34% yield). The reactants are [CH3:1][C:2]([N:6]1[C:18]2[CH:17]=[CH:16][CH:15]=[CH:14][C:13]=2[C:12]2[C:7]1=[CH:8][CH:9]=[CH:10][CH:11]=2)([CH:4]=[CH2:5])[CH3:3].C[N+]1([O-])CC[O:23]CC1.[OH2:27]. The catalyst is C(#N)C.[Os](=O)(=O)(=O)=O. The product is [CH:17]1[C:18]2[N:6]([C:2]([CH3:1])([CH3:3])[CH:4]([OH:23])[CH2:5][OH:27])[C:7]3[C:12](=[CH:11][CH:10]=[CH:9][CH:8]=3)[C:13]=2[CH:14]=[CH:15][CH:16]=1. The yield is 0.940.